Dataset: Forward reaction prediction with 1.9M reactions from USPTO patents (1976-2016). Task: Predict the product of the given reaction. (1) Given the reactants Cl.[CH3:2][O:3][C:4]1[CH:5]=[C:6]([C:12]2[C@@H:21]3[C@@H:16]([CH2:17][CH2:18][CH2:19][CH2:20]3)[C:15](=[O:22])[N:14]([CH:23]3[CH2:28][CH2:27][NH:26][CH2:25][CH2:24]3)[N:13]=2)[CH:7]=[CH:8][C:9]=1[O:10][CH3:11].[C:29]([O:33][C:34]([NH:36][C@H:37]([C:45](O)=[O:46])[CH2:38][C:39]1[CH:40]=[N:41][CH:42]=[CH:43][CH:44]=1)=[O:35])([CH3:32])([CH3:31])[CH3:30].CN(C(ON1N=NC2C=CC=CC1=2)=[N+](C)C)C.F[P-](F)(F)(F)(F)F.CCN(C(C)C)C(C)C, predict the reaction product. The product is: [CH3:2][O:3][C:4]1[CH:5]=[C:6]([C:12]2[C@@H:21]3[C@@H:16]([CH2:17][CH2:18][CH2:19][CH2:20]3)[C:15](=[O:22])[N:14]([CH:23]3[CH2:24][CH2:25][N:26]([C:45](=[O:46])[C@@H:37]([NH:36][C:34](=[O:35])[O:33][C:29]([CH3:30])([CH3:31])[CH3:32])[CH2:38][C:39]4[CH:40]=[N:41][CH:42]=[CH:43][CH:44]=4)[CH2:27][CH2:28]3)[N:13]=2)[CH:7]=[CH:8][C:9]=1[O:10][CH3:11]. (2) Given the reactants Br[C:2]1[CH:7]=[C:6]([C:8]([F:11])([F:10])[F:9])[CH:5]=[CH:4][C:3]=1/[CH:12]=[CH:13]/[C:14]([NH:16][C:17]1[CH:18]=[C:19]2[C:23](=[CH:24][CH:25]=1)[NH:22][CH:21]=[CH:20]2)=[O:15].[N:26]1[CH:31]=[CH:30][CH:29]=[C:28](B(O)O)[CH:27]=1, predict the reaction product. The product is: [NH:22]1[C:23]2[C:19](=[CH:18][C:17]([NH:16][C:14](=[O:15])/[CH:13]=[CH:12]/[C:3]3[CH:4]=[CH:5][C:6]([C:8]([F:11])([F:10])[F:9])=[CH:7][C:2]=3[C:28]3[CH:27]=[N:26][CH:31]=[CH:30][CH:29]=3)=[CH:25][CH:24]=2)[CH:20]=[CH:21]1. (3) Given the reactants [C:1]12([NH:11][CH2:12][C:13]3[S:20][C:16]4[S:17][CH:18]=[CH:19][C:15]=4[CH:14]=3)[CH2:10][CH:5]3[CH2:6][CH:7]([CH2:9][CH:3]([CH2:4]3)[CH2:2]1)[CH2:8]2.C1C(=O)N([Br:28])C(=O)C1, predict the reaction product. The product is: [C:1]12([NH:11][CH2:12][C:13]3[S:20][C:16]4[S:17][C:18]([Br:28])=[CH:19][C:15]=4[CH:14]=3)[CH2:2][CH:3]3[CH2:4][CH:5]([CH2:6][CH:7]([CH2:9]3)[CH2:8]1)[CH2:10]2. (4) Given the reactants [CH3:1][C:2]1[N:3]=[N:4][N:5]([CH2:7][C:8]2[CH:13]=[C:12]([C:14]([F:17])([F:16])[F:15])[CH:11]=[CH:10][C:9]=2/[CH:18]=[CH:19]/[C:20]([N:22]2[CH2:27][CH2:26][NH:25][CH2:24][CH2:23]2)=[O:21])[N:6]=1.[CH3:28][C:29]1[CH:33]=[C:32]([CH:34]=O)[O:31][N:30]=1, predict the reaction product. The product is: [CH3:1][C:2]1[N:3]=[N:4][N:5]([CH2:7][C:8]2[CH:13]=[C:12]([C:14]([F:17])([F:16])[F:15])[CH:11]=[CH:10][C:9]=2/[CH:18]=[CH:19]/[C:20]([N:22]2[CH2:27][CH2:26][N:25]([CH2:34][C:32]3[O:31][N:30]=[C:29]([CH3:28])[CH:33]=3)[CH2:24][CH2:23]2)=[O:21])[N:6]=1. (5) Given the reactants Cl[C:2]1[CH:3]=[CH:4][C:5]([N+:9]([O-:11])=[O:10])=[C:6]([CH:8]=1)[NH2:7].[NH:12]1[CH2:17][CH2:16][CH2:15][CH2:14][CH2:13]1.C([O-])([O-])=O.[K+].[K+], predict the reaction product. The product is: [N+:9]([C:5]1[CH:4]=[CH:3][C:2]([N:12]2[CH2:17][CH2:16][CH2:15][CH2:14][CH2:13]2)=[CH:8][C:6]=1[NH2:7])([O-:11])=[O:10]. (6) Given the reactants [CH3:1][N:2]([CH2:4][CH2:5][N:6]1[C:20](=[O:21])[C:15]2=[CH:16][C:17]([NH2:19])=[CH:18][C:13]3[C:14]2=[C:9]([CH:10]=[CH:11][CH:12]=3)[C:7]1=[O:8])[CH3:3].[CH2:22]([O:24][C:25]([N:27]=[C:28]=[O:29])=[O:26])[CH3:23], predict the reaction product. The product is: [CH2:22]([O:24][C:25](=[O:26])[NH:27][C:28]([NH:19][C:17]1[CH:18]=[C:13]2[CH:12]=[CH:11][CH:10]=[C:9]3[C:14]2=[C:15]([CH:16]=1)[C:20](=[O:21])[N:6]([CH2:5][CH2:4][N:2]([CH3:1])[CH3:3])[C:7]3=[O:8])=[O:29])[CH3:23]. (7) Given the reactants [F:1][C:2]1[CH:7]=[CH:6][C:5]([S:8]([NH:11][C@@H:12]([CH2:16]O)[CH2:13][CH2:14][OH:15])(=[O:10])=[O:9])=[CH:4][CH:3]=1.C1CCN(C(/N=N/C(N2CCCCC2)=O)=O)CC1.C(P(CCCC)CCCC)CCC, predict the reaction product. The product is: [F:1][C:2]1[CH:7]=[CH:6][C:5]([S:8]([N:11]2[CH2:16][C@H:12]2[CH2:13][CH2:14][OH:15])(=[O:10])=[O:9])=[CH:4][CH:3]=1. (8) Given the reactants [CH2:1]([C:3]1[C:4]([C:12]2[CH:17]=[CH:16][C:15]([O:18]C)=[CH:14][CH:13]=2)=[CH:5][N:6]2[C:11]=1[CH:10]=[CH:9][CH:8]=[CH:7]2)[CH3:2].Br, predict the reaction product. The product is: [CH2:1]([C:3]1[C:4]([C:12]2[CH:13]=[CH:14][C:15]([OH:18])=[CH:16][CH:17]=2)=[CH:5][N:6]2[C:11]=1[CH:10]=[CH:9][CH:8]=[CH:7]2)[CH3:2]. (9) The product is: [CH2:1]([N:4]1[C:8]([B:18]2[O:22][C:21]([CH3:24])([CH3:23])[C:20]([CH3:26])([CH3:25])[O:19]2)=[CH:7][CH:6]=[N:5]1)[CH2:2][CH3:3]. Given the reactants [CH2:1]([N:4]1[CH:8]=[CH:7][CH:6]=[N:5]1)[CH2:2][CH3:3].[Li]CCCC.C(O[B:18]1[O:22][C:21]([CH3:24])([CH3:23])[C:20]([CH3:26])([CH3:25])[O:19]1)(C)C, predict the reaction product.